From a dataset of Catalyst prediction with 721,799 reactions and 888 catalyst types from USPTO. Predict which catalyst facilitates the given reaction. Reactant: [NH2:1][CH2:2][C:3]1[C:4]([F:20])=[C:5]([O:10][C:11]2[CH:12]=[C:13]([CH:16]=[C:17](Br)[CH:18]=2)[C:14]#[N:15])[C:6]([Cl:9])=[CH:7][CH:8]=1.[CH2:21]([Zn]CC)[CH3:22]. Product: [NH2:1][CH2:2][C:3]1[C:4]([F:20])=[C:5]([O:10][C:11]2[CH:12]=[C:13]([CH:16]=[C:17]([CH2:21][CH3:22])[CH:18]=2)[C:14]#[N:15])[C:6]([Cl:9])=[CH:7][CH:8]=1. The catalyst class is: 176.